The task is: Regression. Given a peptide amino acid sequence and an MHC pseudo amino acid sequence, predict their binding affinity value. This is MHC class I binding data.. This data is from Peptide-MHC class I binding affinity with 185,985 pairs from IEDB/IMGT. (1) The peptide sequence is VPPESVEAA. The MHC is HLA-B44:02 with pseudo-sequence HLA-B44:02. The binding affinity (normalized) is 0.0847. (2) The MHC is HLA-A68:02 with pseudo-sequence HLA-A68:02. The binding affinity (normalized) is 0.152. The peptide sequence is AQFLYLYAL. (3) The peptide sequence is MISTYPGNT. The MHC is HLA-A68:01 with pseudo-sequence HLA-A68:01. The binding affinity (normalized) is 0. (4) The peptide sequence is NWDWGVFFK. The MHC is HLA-B27:05 with pseudo-sequence HLA-B27:05. The binding affinity (normalized) is 0.0847. (5) The peptide sequence is FGAQMGWPV. The MHC is HLA-B15:01 with pseudo-sequence HLA-B15:01. The binding affinity (normalized) is 0.0847. (6) The peptide sequence is IAEYIAGLKI. The MHC is HLA-A02:02 with pseudo-sequence HLA-A02:02. The binding affinity (normalized) is 0.0515. (7) The peptide sequence is VMASSALLW. The MHC is HLA-B58:01 with pseudo-sequence HLA-B58:01. The binding affinity (normalized) is 0.867.